This data is from Full USPTO retrosynthesis dataset with 1.9M reactions from patents (1976-2016). The task is: Predict the reactants needed to synthesize the given product. (1) The reactants are: [F:1][C:2]1[C:3]([N:9]=[CH:10][N:11]([CH3:13])[CH3:12])=[N:4][C:5]([OH:8])=[N:6][CH:7]=1.[C:14]1([S:20](Cl)(=[O:22])=[O:21])[CH:19]=[CH:18][CH:17]=[CH:16][CH:15]=1. Given the product [CH3:12][N:11]([CH:10]=[N:9][C:3]1[C:2]([F:1])=[CH:7][N:6]=[C:5]([O:8][S:20]([C:14]2[CH:19]=[CH:18][CH:17]=[CH:16][CH:15]=2)(=[O:22])=[O:21])[N:4]=1)[CH3:13], predict the reactants needed to synthesize it. (2) Given the product [Cl:50][C:11]1[CH:10]=[C:9]([N:23]2[CH2:28][CH2:27][N:26]([C:29]3[C:34]([C:35]([F:37])([F:38])[F:36])=[CH:33][CH:32]=[CH:31][N:30]=3)[CH2:25][CH2:24]2)[N:8]=[C:7]([N:1]2[CH2:6][CH2:5][O:4][CH2:3][CH2:2]2)[N:12]=1, predict the reactants needed to synthesize it. The reactants are: [N:1]1([C:7]2[N:12]=[C:11](C3C=C(CCCO)C=CC=3)[CH:10]=[C:9]([N:23]3[CH2:28][CH2:27][N:26]([C:29]4[C:34]([C:35]([F:38])([F:37])[F:36])=[CH:33][CH:32]=[CH:31][N:30]=4)[CH2:25][CH2:24]3)[N:8]=2)[CH2:6][CH2:5][O:4][CH2:3][CH2:2]1.C(N(CC)CC)C.CS([Cl:50])(=O)=O. (3) Given the product [Cl:1][C:2]1[C:7]([C:8]#[N:9])=[CH:6][N+:5]([O-:21])=[C:4]2[S:10][CH:11]=[CH:12][C:3]=12, predict the reactants needed to synthesize it. The reactants are: [Cl:1][C:2]1[C:7]([C:8]#[N:9])=[CH:6][N:5]=[C:4]2[S:10][CH:11]=[CH:12][C:3]=12.C1C=C(Cl)C=C(C(OO)=[O:21])C=1. (4) Given the product [CH2:1]([N:8]([CH2:38][C@@H:36]([C:33]1[CH:34]=[CH:35][C:30]([F:29])=[C:31]([N+:39]([O-:41])=[O:40])[CH:32]=1)[OH:37])[CH2:9][CH2:10][O:11][C:12]1[CH:20]=[C:19]2[C:15]([C:16]([CH3:28])=[N:17][N:18]2[C:21]([O:23][C:24]([CH3:25])([CH3:27])[CH3:26])=[O:22])=[CH:14][CH:13]=1)[C:2]1[CH:3]=[CH:4][CH:5]=[CH:6][CH:7]=1, predict the reactants needed to synthesize it. The reactants are: [CH2:1]([NH:8][CH2:9][CH2:10][O:11][C:12]1[CH:20]=[C:19]2[C:15]([C:16]([CH3:28])=[N:17][N:18]2[C:21]([O:23][C:24]([CH3:27])([CH3:26])[CH3:25])=[O:22])=[CH:14][CH:13]=1)[C:2]1[CH:7]=[CH:6][CH:5]=[CH:4][CH:3]=1.[F:29][C:30]1[CH:35]=[CH:34][C:33]([C@@H:36]2[CH2:38][O:37]2)=[CH:32][C:31]=1[N+:39]([O-:41])=[O:40]. (5) Given the product [C:1]([O:5][C:6]([N:8]([CH2:24][CH2:25][C:26]1[CH:31]=[CH:30][CH:29]=[CH:28][C:27]=1[O:32][CH2:34][C:35]1[CH:36]=[CH:37][C:38]([CH2:41][CH2:42][C:43]2[CH:48]=[CH:47][C:46]([C:49]([F:50])([F:51])[F:52])=[CH:45][CH:44]=2)=[CH:39][CH:40]=1)[CH:9]1[CH2:18][CH2:17][CH2:16][C:15]2[N:14]=[C:13]([C:19]([O:21][CH2:22][CH3:23])=[O:20])[CH:12]=[CH:11][C:10]1=2)=[O:7])([CH3:2])([CH3:3])[CH3:4], predict the reactants needed to synthesize it. The reactants are: [C:1]([O:5][C:6]([N:8]([CH2:24][CH2:25][C:26]1[CH:31]=[CH:30][CH:29]=[CH:28][C:27]=1[OH:32])[CH:9]1[CH2:18][CH2:17][CH2:16][C:15]2[N:14]=[C:13]([C:19]([O:21][CH2:22][CH3:23])=[O:20])[CH:12]=[CH:11][C:10]1=2)=[O:7])([CH3:4])([CH3:3])[CH3:2].Cl[CH2:34][C:35]1[CH:40]=[CH:39][C:38]([CH2:41][CH2:42][C:43]2[CH:48]=[CH:47][C:46]([C:49]([F:52])([F:51])[F:50])=[CH:45][CH:44]=2)=[CH:37][CH:36]=1.C(=O)([O-])[O-].[K+].[K+]. (6) Given the product [CH3:16][O:17][C:18]1[CH:25]=[C:24]([O:26][CH3:27])[C:23]([C:28]2[S:29][CH:30]=[CH:31][CH:32]=2)=[CH:22][C:19]=1/[CH:20]=[CH:2]/[C:1]([C:4]1[CH:9]=[CH:8][C:7]([C:10]([CH3:15])([CH3:14])[C:11]([OH:13])=[O:12])=[CH:6][CH:5]=1)=[O:3], predict the reactants needed to synthesize it. The reactants are: [C:1]([C:4]1[CH:9]=[CH:8][C:7]([C:10]([CH3:15])([CH3:14])[C:11]([OH:13])=[O:12])=[CH:6][CH:5]=1)(=[O:3])[CH3:2].[CH3:16][O:17][C:18]1[CH:25]=[C:24]([O:26][CH3:27])[C:23]([C:28]2[S:29][CH:30]=[CH:31][CH:32]=2)=[CH:22][C:19]=1[CH:20]=O. (7) The reactants are: O[C:2]1[CH:3]=[CH:4][CH:5]=[C:6]2[C:11]=1N=[CH:9][CH:8]=[CH:7]2.N1[CH2:17][CH2:16][CH2:15][CH2:14][CH2:13]1.O. Given the product [C:6]1([CH:7]=[CH:8][C:9]2[CH:17]=[CH:16][CH:15]=[CH:14][CH:13]=2)[CH:5]=[CH:4][CH:3]=[CH:2][CH:11]=1, predict the reactants needed to synthesize it. (8) Given the product [F:48][C:28]1[CH:27]=[C:26]([O:25][C:23]2[CH:22]=[CH:21][N:20]=[C:19]([NH:9][C:8]([N:57]([CH3:58])[CH:54]3[CH2:55][CH2:56][N:51]([CH3:50])[CH2:52][CH2:53]3)=[O:49])[CH:24]=2)[CH:31]=[CH:30][C:29]=1[NH:32][C:33]([C:35]1([C:38]([NH:39][C:40]2[CH:45]=[CH:44][CH:43]=[CH:42][C:41]=2[F:46])=[O:47])[CH2:36][CH2:37]1)=[O:34], predict the reactants needed to synthesize it. The reactants are: C1(O[C:8](=[O:49])[N:9]([C:19]2[CH:24]=[C:23]([O:25][C:26]3[CH:31]=[CH:30][C:29]([NH:32][C:33]([C:35]4([C:38](=[O:47])[NH:39][C:40]5[CH:45]=[CH:44][CH:43]=[CH:42][C:41]=5[F:46])[CH2:37][CH2:36]4)=[O:34])=[C:28]([F:48])[CH:27]=3)[CH:22]=[CH:21][N:20]=2)C(OC2C=CC=CC=2)=O)C=CC=CC=1.[CH3:50][N:51]1[CH2:56][CH2:55][CH:54]([NH:57][CH3:58])[CH2:53][CH2:52]1.